Dataset: Full USPTO retrosynthesis dataset with 1.9M reactions from patents (1976-2016). Task: Predict the reactants needed to synthesize the given product. (1) The reactants are: [O:1]1[C:5]2[CH:6]=[CH:7][C:8]([C:10]3[O:14][C:13]([SH:15])=[N:12][N:11]=3)=[CH:9][C:4]=2[CH:3]=[CH:2]1.[Cl:16][C:17]1[CH:18]=[C:19]([CH:22]=[CH:23][CH:24]=1)[CH2:20]Cl. Given the product [O:1]1[C:5]2[CH:6]=[CH:7][C:8]([C:10]3[O:14][C:13]([S:15][CH2:20][C:19]4[CH:22]=[CH:23][CH:24]=[C:17]([Cl:16])[CH:18]=4)=[N:12][N:11]=3)=[CH:9][C:4]=2[CH:3]=[CH:2]1, predict the reactants needed to synthesize it. (2) Given the product [CH3:34][O:33][C:29]1[C:28]2[CH2:27][CH2:26][CH2:25][C:24]=2[N:23]2[C:31](=[N:32][C:21]([CH:20]=[C:15]3[C:14](=[O:39])[N:13]4[CH:16]3[S:17][CH:18]=[C:12]4[C:10]([OH:11])=[O:9])=[CH:22]2)[N:30]=1, predict the reactants needed to synthesize it. The reactants are: [N+](C1C=CC(C[O:9][C:10]([C:12]2[N:13]3[CH:16]([S:17][CH:18]=2)[C:15]([CH:20](OC(=O)C)[C:21]2[N:32]=[C:31]4[N:23]([C:24]5[CH2:25][CH2:26][CH2:27][C:28]=5[C:29]([O:33][CH3:34])=[N:30]4)[CH:22]=2)(Br)[C:14]3=[O:39])=[O:11])=CC=1)([O-])=O.[H][H]. (3) Given the product [F:38][C:36]1[CH:35]=[C:34]([F:39])[CH:33]=[C:32]2[C:37]=1[C:28]([C:9]1[C:10]3[NH:14][C:13](=[O:15])[NH:12][C:11]=3[CH:16]=[C:7]([C:6]3[C:2]([CH3:1])=[N:3][O:4][C:5]=3[CH3:26])[CH:8]=1)=[CH:29][CH:30]=[N:31]2, predict the reactants needed to synthesize it. The reactants are: [CH3:1][C:2]1[C:6]([C:7]2[CH:8]=[C:9](B3OC(C)(C)C(C)(C)O3)[C:10]3[NH:14][C:13](=[O:15])[NH:12][C:11]=3[CH:16]=2)=[C:5]([CH3:26])[O:4][N:3]=1.Br[C:28]1[C:37]2[C:32](=[CH:33][C:34]([F:39])=[CH:35][C:36]=2[F:38])[N:31]=[CH:30][CH:29]=1.C([O-])([O-])=O.[Cs+].[Cs+]. (4) Given the product [NH2:19][C:4]1[CH:3]=[C:2]([Cl:1])[CH:18]=[CH:17][C:5]=1[O:6][C:7]1[CH:16]=[CH:15][C:10]([C:11]([NH:13][CH3:14])=[O:12])=[CH:9][CH:8]=1, predict the reactants needed to synthesize it. The reactants are: [Cl:1][C:2]1[CH:18]=[CH:17][C:5]([O:6][C:7]2[CH:16]=[CH:15][C:10]([C:11]([NH:13][CH3:14])=[O:12])=[CH:9][CH:8]=2)=[C:4]([N+:19]([O-])=O)[CH:3]=1.Cl[Sn]Cl. (5) Given the product [OH-:20].[NH4+:1].[N:1]1[CH:6]=[CH:5][N:4]=[CH:3][C:2]=1[C:7]1[N:12]=[CH:11][N:10]=[C:9]([NH:13][C:14]2[O:37][C@:29]3([CH2:28][N:27]=2)[CH:34]2[CH2:35][CH2:36][N:31]([CH2:32][CH2:33]2)[CH2:30]3)[CH:8]=1, predict the reactants needed to synthesize it. The reactants are: [N:1]1[CH:6]=[CH:5][N:4]=[CH:3][C:2]=1[C:7]1[N:12]=[CH:11][N:10]=[C:9]([N:13]=[C:14](SC)SC)[CH:8]=1.C([O-])([O-])=[O:20].[Cs+].[Cs+].Cl.Cl.[NH2:27][CH2:28][C@@:29]1([OH:37])[CH:34]2[CH2:35][CH2:36][N:31]([CH2:32][CH2:33]2)[CH2:30]1. (6) The reactants are: [CH2:1]([O:3][C:4]([C:6]1[N:11]=[C:10]2[C:12]([CH:16]=[O:17])=[C:13]([CH3:15])[NH:14][C:9]2=[C:8]([NH:18][CH2:19][C:20]2[C:25]([CH3:26])=[CH:24][CH:23]=[CH:22][C:21]=2[CH3:27])[CH:7]=1)=[O:5])[CH3:2].[BH4-].[Na+].[Cl-].[NH4+].ClCCl. Given the product [CH2:1]([O:3][C:4]([C:6]1[N:11]=[C:10]2[C:12]([CH2:16][OH:17])=[C:13]([CH3:15])[NH:14][C:9]2=[C:8]([NH:18][CH2:19][C:20]2[C:25]([CH3:26])=[CH:24][CH:23]=[CH:22][C:21]=2[CH3:27])[CH:7]=1)=[O:5])[CH3:2], predict the reactants needed to synthesize it. (7) Given the product [CH3:14][NH:15][C:16]1[S:17][CH:2]=[C:3]([C:5]2[CH:13]=[CH:12][C:8]([C:9]([OH:11])=[O:10])=[CH:7][CH:6]=2)[N:18]=1, predict the reactants needed to synthesize it. The reactants are: Br[CH2:2][C:3]([C:5]1[CH:13]=[CH:12][C:8]([C:9]([OH:11])=[O:10])=[CH:7][CH:6]=1)=O.[CH3:14][NH:15][C:16]([NH2:18])=[S:17]. (8) Given the product [CH:1]1([N:6]2[C:10]3[N:11]=[C:12]([NH:15][C:16]4[N:21]=[N:20][C:19]([C:30]5[CH:31]=[CH:32][N:27]=[CH:28][CH:29]=5)=[CH:18][CH:17]=4)[N:13]=[CH:14][C:9]=3[C:8]3[CH:23]=[CH:24][N:25]=[CH:26][C:7]2=3)[CH2:5][CH2:4][CH2:3][CH2:2]1, predict the reactants needed to synthesize it. The reactants are: [CH:1]1([N:6]2[C:10]3[N:11]=[C:12]([NH:15][C:16]4[N:21]=[N:20][C:19](Cl)=[CH:18][CH:17]=4)[N:13]=[CH:14][C:9]=3[C:8]3[CH:23]=[CH:24][N:25]=[CH:26][C:7]2=3)[CH2:5][CH2:4][CH2:3][CH2:2]1.[N:27]1[CH:32]=[CH:31][C:30](B(O)O)=[CH:29][CH:28]=1.C1(P(C2CCCCC2)C2CCCCC2)CCCCC1.P([O-])([O-])([O-])=O.[K+].[K+].[K+]. (9) The reactants are: [NH2:1][CH:2]1[CH2:7][CH2:6][N:5]([C:8]([O:10][C:11]([CH3:14])([CH3:13])[CH3:12])=[O:9])[CH2:4][CH2:3]1.C(N(C(C)C)CC)(C)C.Br[CH2:25][C:26]([O:28][CH2:29][CH3:30])=[O:27]. Given the product [C:11]([O:10][C:8]([N:5]1[CH2:4][CH2:3][CH:2]([NH:1][CH2:25][C:26]([O:28][CH2:29][CH3:30])=[O:27])[CH2:7][CH2:6]1)=[O:9])([CH3:14])([CH3:13])[CH3:12], predict the reactants needed to synthesize it.